Dataset: Reaction yield outcomes from USPTO patents with 853,638 reactions. Task: Predict the reaction yield, written as a fraction of the theoretical maximum amount of product (1.0 means a 100% yield; for example, 0.34 means a 34% yield). (1) The reactants are [Cl:1][C:2]1[C:3]([NH:24]CC2C=CC(OC)=CC=2)=[C:4]([C:9]([N:11]2[CH2:16][CH2:15][CH:14]([C:17]3[CH:22]=[CH:21][C:20]([F:23])=[CH:19][CH:18]=3)[CH2:13][CH2:12]2)=[O:10])[CH:5]=[N:6][C:7]=1[Cl:8].FC(F)(F)C(O)=O. The catalyst is ClCCl. The product is [NH2:24][C:3]1[C:2]([Cl:1])=[C:7]([Cl:8])[N:6]=[CH:5][C:4]=1[C:9]([N:11]1[CH2:16][CH2:15][CH:14]([C:17]2[CH:18]=[CH:19][C:20]([F:23])=[CH:21][CH:22]=2)[CH2:13][CH2:12]1)=[O:10]. The yield is 0.770. (2) The reactants are C([CH2:8][CH2:9][CH2:10][N:11]([CH2:21][C:22]1[CH:27]=[CH:26][CH:25]=[CH:24][CH:23]=1)[C:12]([O:14][CH2:15][C:16]1[S:20][CH:19]=[N:18][CH:17]=1)=[O:13])C1C=CC=CC=1.[CH:28]([N:31](C(C)C)CC)(C)C.Cl[C:38]([O:40][CH2:41][C:42]1[CH:47]=[CH:46][CH:45]=[CH:44][CH:43]=1)=[O:39].CCO[C:51]([CH3:53])=O.[CH2:54]1[CH2:58]O[CH2:56][CH2:55]1. No catalyst specified. The product is [CH2:28]([N:31]([CH2:8][CH2:9][CH2:10][N:11]([CH2:21][C:22]1[CH:23]=[CH:24][CH:25]=[CH:26][CH:27]=1)[C:12]([O:14][CH2:15][C:16]1[S:20][CH:19]=[N:18][CH:17]=1)=[O:13])[C:38](=[O:39])[O:40][CH2:41][C:42]1[CH:47]=[CH:46][CH:45]=[CH:44][CH:43]=1)[C:51]1[CH:53]=[CH:58][CH:54]=[CH:55][CH:56]=1. The yield is 0.370. (3) The reactants are [CH3:1][C:2]1([NH:11][S:12]([C:15]2[CH:20]=[CH:19][C:18]([O:21][CH2:22][C:23]3[C:32]4[C:27](=[CH:28][CH:29]=[CH:30][CH:31]=4)[N:26]=[C:25]([CH3:33])[CH:24]=3)=[CH:17][CH:16]=2)(=[O:14])=[O:13])[CH2:7][CH2:6][CH2:5][CH2:4][CH:3]1[C:8]([O-:10])=O.F[P-](F)(F)(F)(F)F.[N:41]1([O:50][P+](N(C)C)(N(C)C)N(C)C)C2C=CC=CC=2N=N1.C(N(C(C)C)CC)(C)C.Cl.NO. The catalyst is CN(C=O)C. The product is [OH:50][NH:41][C:8]([CH:3]1[CH2:4][CH2:5][CH2:6][CH2:7][C:2]1([CH3:1])[NH:11][S:12]([C:15]1[CH:16]=[CH:17][C:18]([O:21][CH2:22][C:23]2[C:32]3[C:27](=[CH:28][CH:29]=[CH:30][CH:31]=3)[N:26]=[C:25]([CH3:33])[CH:24]=2)=[CH:19][CH:20]=1)(=[O:13])=[O:14])=[O:10]. The yield is 0.400. (4) The reactants are [N+:1]([C:4]1[CH:5]=[C:6]([CH:31]=[CH:32][CH:33]=1)[CH2:7][N:8]1[C:12]2[N:13]=[C:14]([NH2:30])[N:15]=[C:16]([C:17]3[N:21](COCC[Si](C)(C)C)[N:20]=[CH:19][CH:18]=3)[C:11]=2[N:10]=[N:9]1)([O-:3])=[O:2].[ClH:34]. The catalyst is CO.O1CCOCC1. The product is [ClH:34].[N+:1]([C:4]1[CH:5]=[C:6]([CH:31]=[CH:32][CH:33]=1)[CH2:7][N:8]1[C:12]2[N:13]=[C:14]([NH2:30])[N:15]=[C:16]([C:17]3[CH:18]=[CH:19][NH:20][N:21]=3)[C:11]=2[N:10]=[N:9]1)([O-:3])=[O:2]. The yield is 0.970. (5) The reactants are Br[C:2]1[CH:3]=[C:4]([C:8]2[N:12]3[CH2:13][CH2:14][CH2:15][CH2:16][C:11]3=[C:10]([C:17]([NH2:19])=[O:18])[N:9]=2)[CH:5]=[CH:6][CH:7]=1.[C:20]([C@:22]1([OH:29])[CH2:26][CH2:25][N:24]([CH3:27])[C:23]1=[O:28])#[CH:21]. No catalyst specified. The yield is 0.120. The product is [OH:29][C@@:22]1([C:20]#[C:21][C:2]2[CH:3]=[C:4]([C:8]3[N:12]4[CH2:13][CH2:14][CH2:15][CH2:16][C:11]4=[C:10]([C:17]([NH2:19])=[O:18])[N:9]=3)[CH:5]=[CH:6][CH:7]=2)[CH2:26][CH2:25][N:24]([CH3:27])[C:23]1=[O:28]. (6) The reactants are [CH3:1][C:2]1[C:3]([CH2:8][N:9]([CH2:16][C:17]2[C:22]([CH3:23])=[CH:21][CH:20]=[CH:19][N:18]=2)[CH:10]2[CH2:15][CH2:14][NH:13][CH2:12][CH2:11]2)=[N:4][CH:5]=[CH:6][CH:7]=1.[CH3:24][CH2:25][N:26](CC)CC.Cl.C(=N)(OCC)C. The catalyst is CO. The product is [NH:26]=[C:25]([N:13]1[CH2:14][CH2:15][CH:10]([N:9]([CH2:16][C:17]2[C:22]([CH3:23])=[CH:21][CH:20]=[CH:19][N:18]=2)[CH2:8][C:3]2[C:2]([CH3:1])=[CH:7][CH:6]=[CH:5][N:4]=2)[CH2:11][CH2:12]1)[CH3:24]. The yield is 0.340. (7) No catalyst specified. The yield is 0.690. The product is [CH3:4][CH:3]([CH2:2][CH3:6])[CH2:5][O:7][C:6](=[O:8])[C@H:2]([CH:3]([CH3:5])[CH3:4])[NH:1][C:18](=[O:19])[CH2:17][C:11]1[CH:16]=[CH:15][CH:14]=[CH:13][CH:12]=1. The reactants are [NH2:1][C@H:2]([C:6]([OH:8])=[O:7])[CH:3]([CH3:5])[CH3:4].[OH-].[Na+].[C:11]1([CH2:17][C:18](Cl)=[O:19])[CH:16]=[CH:15][CH:14]=[CH:13][CH:12]=1. (8) The reactants are [Cl:1][C:2]1[CH:16]=[CH:15][CH:14]=[CH:13][C:3]=1[CH2:4][NH:5][C:6](=[O:12])[C:7]([CH3:11])([CH3:10])[CH2:8][OH:9].[CH2:17]([C:19]1[CH:24]=[CH:23][C:22]([N:25]=[C:26]=[O:27])=[CH:21][CH:20]=1)[CH3:18]. The catalyst is C(Cl)Cl.CN(C1C=CN=CC=1)C. The product is [CH2:17]([C:19]1[CH:24]=[CH:23][C:22]([NH:25][C:26](=[O:27])[O:9][CH2:8][C:7]([CH3:11])([CH3:10])[C:6]([NH:5][CH2:4][C:3]2[CH:13]=[CH:14][CH:15]=[CH:16][C:2]=2[Cl:1])=[O:12])=[CH:21][CH:20]=1)[CH3:18]. The yield is 0.170. (9) The reactants are [NH2:1][C:2]1[CH:3]=[C:4]([CH2:9][NH:10][C:11](=[O:17])[O:12][C:13]([CH3:16])([CH3:15])[CH3:14])[CH:5]=[CH:6][C:7]=1[F:8].[F:18][C:19]([F:30])([F:29])[C:20](O[C:20](=[O:21])[C:19]([F:30])([F:29])[F:18])=[O:21]. The catalyst is O1CCCC1.C(OCC)(=O)C. The product is [F:8][C:7]1[CH:6]=[CH:5][C:4]([CH2:9][NH:10][C:11](=[O:17])[O:12][C:13]([CH3:14])([CH3:16])[CH3:15])=[CH:3][C:2]=1[NH:1][C:20](=[O:21])[C:19]([F:30])([F:29])[F:18]. The yield is 0.980.